Dataset: Full USPTO retrosynthesis dataset with 1.9M reactions from patents (1976-2016). Task: Predict the reactants needed to synthesize the given product. (1) Given the product [F:33][C:30]1[CH:31]=[CH:32][C:27]([CH2:26][NH:25][C:22]([C:10]2[N:11]=[C:12]3[N:17]([C:18](=[O:19])[C:9]=2[O:8][CH2:1][C:2]2[CH:7]=[CH:6][CH:5]=[CH:4][CH:3]=2)[CH2:16][CH2:15][O:14][C:13]3([CH3:21])[CH3:20])=[O:23])=[C:28]([NH:34][C:35]2[S:36][C:37]([CH3:40])=[N:38][N:39]=2)[CH:29]=1, predict the reactants needed to synthesize it. The reactants are: [CH2:1]([O:8][C:9]1[C:18](=[O:19])[N:17]2[C:12]([C:13]([CH3:21])([CH3:20])[O:14][CH2:15][CH2:16]2)=[N:11][C:10]=1[C:22](O)=[O:23])[C:2]1[CH:7]=[CH:6][CH:5]=[CH:4][CH:3]=1.[NH2:25][CH2:26][C:27]1[CH:32]=[CH:31][C:30]([F:33])=[CH:29][C:28]=1[NH:34][C:35]1[S:36][C:37]([CH3:40])=[N:38][N:39]=1. (2) Given the product [N+:19]([C:10]1[C:11]2[C:16](=[CH:15][CH:14]=[CH:13][CH:12]=2)[CH:17]=[CH:18][C:9]=1[NH:22][C:23]1[CH:28]=[CH:27][CH:26]=[C:25]([NH:29][C:30]([O:31][C:32]([CH3:35])([CH3:34])[CH3:33])=[O:36])[CH:24]=1)([O-:21])=[O:20], predict the reactants needed to synthesize it. The reactants are: O([C:9]1[CH:18]=[CH:17][C:16]2[C:11](=[CH:12][CH:13]=[CH:14][CH:15]=2)[C:10]=1[N+:19]([O-:21])=[O:20])S(C(F)(F)F)(=O)=O.[NH2:22][C:23]1[CH:24]=[C:25]([NH:29][C:30](=[O:36])[O:31][C:32]([CH3:35])([CH3:34])[CH3:33])[CH:26]=[CH:27][CH:28]=1. (3) The reactants are: [N:1]1[CH:6]=[CH:5][N:4]=[CH:3][C:2]=1[C:7](=O)[CH3:8].C([O-])(=O)C.[NH4+:14]. Given the product [N:1]1[CH:6]=[CH:5][N:4]=[CH:3][C:2]=1[CH:7]([NH2:14])[CH3:8], predict the reactants needed to synthesize it. (4) Given the product [F:8][C:2]([F:9])([C:15]1([OH:24])[CH:16]2[CH2:22][CH:20]3[CH2:19][CH:18]([CH2:23][CH:14]1[CH2:21]3)[CH2:17]2)[C:3]([O:5][CH2:6][CH3:7])=[O:4], predict the reactants needed to synthesize it. The reactants are: Br[C:2]([F:9])([F:8])[C:3]([O:5][CH2:6][CH3:7])=[O:4].BrC(Br)C.[CH:14]12[CH2:23][CH:18]3[CH2:19][CH:20]([CH2:22][CH:16]([CH2:17]3)[C:15]1=[O:24])[CH2:21]2.B(OC)(OC)OC.Cl. (5) Given the product [CH3:12][S:13]([C:16]1[CH:17]=[CH:18][C:19]([CH2:20][NH:21][C:22]([C:24]2[C:29](=[O:30])[C:28]([C:31]3[CH:36]=[CH:35][CH:34]=[C:33]([CH:37]([F:38])[F:39])[CH:32]=3)=[C:27]([CH3:40])[N:26]([CH2:2][C:3]3[CH:10]=[CH:9][C:6]([C:7]#[N:8])=[CH:5][C:4]=3[F:11])[CH:25]=2)=[O:23])=[CH:41][CH:42]=1)(=[O:15])=[O:14], predict the reactants needed to synthesize it. The reactants are: Br[CH2:2][C:3]1[CH:10]=[CH:9][C:6]([C:7]#[N:8])=[CH:5][C:4]=1[F:11].[CH3:12][S:13]([C:16]1[CH:42]=[CH:41][C:19]([CH2:20][NH:21][C:22]([C:24]2[C:29](=[O:30])[C:28]([C:31]3[CH:36]=[CH:35][CH:34]=[C:33]([CH:37]([F:39])[F:38])[CH:32]=3)=[C:27]([CH3:40])[NH:26][CH:25]=2)=[O:23])=[CH:18][CH:17]=1)(=[O:15])=[O:14].